Task: Binary Classification. Given a drug SMILES string, predict its activity (active/inactive) in a high-throughput screening assay against a specified biological target.. Dataset: HIV replication inhibition screening data with 41,000+ compounds from the AIDS Antiviral Screen The drug is Clc1ccc(Nc2nnc(CNc3ccc(-c4nnc(Nc5ccc(Cl)cc5)s4)cc3)s2)cc1. The result is 0 (inactive).